Task: Predict which catalyst facilitates the given reaction.. Dataset: Catalyst prediction with 721,799 reactions and 888 catalyst types from USPTO (1) Reactant: [C:1]([O:5][C:6](=[O:14])[NH:7][CH:8]1[CH2:12][O:11][NH:10][C:9]1=[O:13])([CH3:4])([CH3:3])[CH3:2].C(N(CC)CC)C.[F:22][C:23]([F:34])([F:33])[CH2:24]OS(C(F)(F)F)(=O)=O. Product: [O:13]=[C:9]1[C@H:8]([NH:7][C:6](=[O:14])[O:5][C:1]([CH3:4])([CH3:2])[CH3:3])[CH2:12][O:11][N:10]1[CH2:24][C:23]([F:34])([F:33])[F:22]. The catalyst class is: 7. (2) Reactant: [SH:1][C:2]1[N:3]([CH3:7])[CH:4]=[CH:5][N:6]=1.Br[CH2:9][C:10](=[O:21])[C:11]([C:14]1[CH:19]=[CH:18][C:17]([Cl:20])=[CH:16][CH:15]=1)([CH3:13])[CH3:12].CCN(CC)CC.ClC1C=CC=CC=1C(Cl)(C1C=CC=CC=1)C1C=CC=CC=1. Product: [Cl:20][C:17]1[CH:16]=[CH:15][C:14]([C:11]([CH3:13])([CH3:12])[C:10](=[O:21])[CH2:9][S:1][C:2]2[N:3]([CH3:7])[CH:4]=[CH:5][N:6]=2)=[CH:19][CH:18]=1. The catalyst class is: 23. (3) Reactant: [NH:1]1[C:9]2[C:4](=[CH:5][CH:6]=[CH:7][CH:8]=2)[CH:3]=[C:2]1[C:10]([O:12][CH2:13]C)=[O:11].C([O-])([O-])=O.[K+].[K+].CCOCC.CCCCCCC. Product: [NH:1]1[C:9]2[C:4](=[CH:5][CH:6]=[CH:7][CH:8]=2)[CH:3]=[C:2]1[C:10]([O:12][CH3:13])=[O:11]. The catalyst class is: 24. (4) Reactant: [Cl:1][C:2]1[CH:3]=[C:4]([C:8]2[C:13]3[N:14]([CH2:25][C@H:26]4[CH2:31][CH2:30][C@H:29]([CH3:32])[CH2:28][CH2:27]4)[C:15]([N:17]4[CH2:21][CH2:20][CH2:19][C@H:18]4[C:22]([OH:24])=O)=[N:16][C:12]=3[CH:11]=[C:10]([C:33]#[N:34])[N:9]=2)[CH:5]=[N:6][CH:7]=1.CCCP(=O)=O.[CH3:41][NH:42][CH2:43][CH3:44]. Product: [Cl:1][C:2]1[CH:3]=[C:4]([C:8]2[C:13]3[N:14]([CH2:25][C@H:26]4[CH2:27][CH2:28][C@H:29]([CH3:32])[CH2:30][CH2:31]4)[C:15]([N:17]4[CH2:21][CH2:20][CH2:19][C@H:18]4[C:22]([N:42]([CH2:43][CH3:44])[CH3:41])=[O:24])=[N:16][C:12]=3[CH:11]=[C:10]([C:33]#[N:34])[N:9]=2)[CH:5]=[N:6][CH:7]=1. The catalyst class is: 18. (5) The catalyst class is: 2. Product: [Br:25][C:26]1[CH:27]=[CH:28][C:29]([CH:32]2[CH2:33][N:34]([C:6]([C:5]3[CH:9]=[CH:10][C:2]([Cl:1])=[C:3]([NH:11][C:12](=[O:13])[C:14]4[CH:19]=[CH:18][C:17]([NH:20][CH:21]([CH3:23])[CH3:22])=[N:16][CH:15]=4)[CH:4]=3)=[O:8])[CH2:35]2)=[CH:30][CH:31]=1. Reactant: [Cl:1][C:2]1[CH:10]=[CH:9][C:5]([C:6]([OH:8])=O)=[CH:4][C:3]=1[NH:11][C:12]([C:14]1[CH:15]=[N:16][C:17]([NH:20][CH:21]([CH3:23])[CH3:22])=[CH:18][CH:19]=1)=[O:13].Cl.[Br:25][C:26]1[CH:31]=[CH:30][C:29]([CH:32]2[CH2:35][NH:34][CH2:33]2)=[CH:28][CH:27]=1.C(N(CC)C(C)C)(C)C.C([O-])([O-])=O.[Na+].[Na+]. (6) Reactant: [Cl:1][C:2]1[CH:3]=[CH:4][C:5]([NH:8][C:9](=[O:25])[C:10]2[CH:15]=[C:14]([CH3:16])[CH:13]=[CH:12][C:11]=2[NH:17][CH2:18][CH:19]2[CH2:24][CH2:23][NH:22][CH2:21][CH2:20]2)=[N:6][CH:7]=1.C([BH3-])#N.[Na+].[CH3:30][C:31]([CH3:33])=O. Product: [Cl:1][C:2]1[CH:3]=[CH:4][C:5]([NH:8][C:9](=[O:25])[C:10]2[CH:15]=[C:14]([CH3:16])[CH:13]=[CH:12][C:11]=2[NH:17][CH2:18][CH:19]2[CH2:24][CH2:23][N:22]([CH:31]([CH3:33])[CH3:30])[CH2:21][CH2:20]2)=[N:6][CH:7]=1. The catalyst class is: 130. (7) Reactant: [Cl:1][C:2]1[CH:3]=[N+:4]([O-:27])[CH:5]=[C:6]([Cl:26])[C:7]=1[CH2:8][C@@H:9]([C:11]1[CH:16]=[CH:15][C:14]([O:17][CH:18]([F:20])[F:19])=[C:13]([O:21][CH2:22][CH:23]2[CH2:25][CH2:24]2)[CH:12]=1)[OH:10].C(Cl)CCl.[F:32][C:33]1[CH:41]=[C:40]2[C:36]([C:37](=[O:47])[C:38](=[O:46])[N:39]2[CH2:42][C:43](O)=[O:44])=[CH:35][CH:34]=1. Product: [Cl:1][C:2]1[CH:3]=[N+:4]([O-:27])[CH:5]=[C:6]([Cl:26])[C:7]=1[CH2:8][C@@H:9]([C:11]1[CH:16]=[CH:15][C:14]([O:17][CH:18]([F:20])[F:19])=[C:13]([O:21][CH2:22][CH:23]2[CH2:25][CH2:24]2)[CH:12]=1)[O:10][C:43](=[O:44])[CH2:42][N:39]1[C:40]2[C:36](=[CH:35][CH:34]=[C:33]([F:32])[CH:41]=2)[C:37](=[O:47])[C:38]1=[O:46]. The catalyst class is: 64. (8) Reactant: [C:1]1([CH2:7][C:8]([NH:10][C@@H:11]2[C:39](=[O:40])[N:13]3[C:14]([C:23]([O:25][CH:26]([C:33]4[CH:38]=[CH:37][CH:36]=[CH:35][CH:34]=4)[C:27]4[CH:32]=[CH:31][CH:30]=[CH:29][CH:28]=4)=[O:24])=[C:15](OS(C)(=O)=O)[CH2:16][S:17][C@H:12]23)=[O:9])[CH:6]=[CH:5][CH:4]=[CH:3][CH:2]=1.C[O-].[Na+].CO.[N:46]1[CH:51]=[CH:50][C:49]([C:52]2[N:53]=[C:54]([SH:57])[S:55][CH:56]=2)=[CH:48][CH:47]=1.C(O)(=O)C. Product: [C:1]1([CH2:7][C:8]([NH:10][C@@H:11]2[C:39](=[O:40])[N:13]3[C:14]([C:23]([O:25][CH:26]([C:27]4[CH:28]=[CH:29][CH:30]=[CH:31][CH:32]=4)[C:33]4[CH:34]=[CH:35][CH:36]=[CH:37][CH:38]=4)=[O:24])=[C:15]([S:57][C:54]4[S:55][CH:56]=[C:52]([C:49]5[CH:50]=[CH:51][N:46]=[CH:47][CH:48]=5)[N:53]=4)[CH2:16][S:17][C@H:12]23)=[O:9])[CH:6]=[CH:5][CH:4]=[CH:3][CH:2]=1. The catalyst class is: 670. (9) The catalyst class is: 792. Reactant: C1C=CC2N(O)N=NC=2C=1.CCN=C=NCCCN(C)C.Cl.[C:23]1([C:30]2[CH:35]=[CH:34][CH:33]=[CH:32][CH:31]=2)[CH:28]=[CH:27][C:26]([NH2:29])=[CH:25][CH:24]=1.[CH3:36][O:37][C:38]([C:40]1([C:43](O)=[O:44])[CH2:42][CH2:41]1)=[O:39]. Product: [CH3:36][O:37][C:38]([C:40]1([C:43](=[O:44])[NH:29][C:26]2[CH:25]=[CH:24][C:23]([C:30]3[CH:35]=[CH:34][CH:33]=[CH:32][CH:31]=3)=[CH:28][CH:27]=2)[CH2:42][CH2:41]1)=[O:39]. (10) Reactant: [CH:1]([C:3]1[CH:4]=[N:5][CH:6]=[CH:7][C:8]=1[C:9]1[CH:10]=[C:11]([CH:14]=[CH:15][CH:16]=1)[C:12]#[N:13])=[O:2].[Cl:17][C:18]1[CH:19]=[C:20]([Mg]Br)[CH:21]=[C:22]([Cl:24])[CH:23]=1. Product: [Cl:17][C:18]1[CH:19]=[C:20]([CH:1]([OH:2])[C:3]2[CH:4]=[N:5][CH:6]=[CH:7][C:8]=2[C:9]2[CH:10]=[C:11]([CH:14]=[CH:15][CH:16]=2)[C:12]#[N:13])[CH:21]=[C:22]([Cl:24])[CH:23]=1. The catalyst class is: 1.